This data is from Reaction yield outcomes from USPTO patents with 853,638 reactions. The task is: Predict the reaction yield, written as a fraction of the theoretical maximum amount of product (1.0 means a 100% yield; for example, 0.34 means a 34% yield). (1) The reactants are [C:1]([C:3]1[CH:4]=[C:5]([NH:14][C:15](=[O:23])OC2C=CC=CC=2)[CH:6]=[CH:7][C:8]=1[S:9]([CH2:12][CH3:13])(=[O:11])=[O:10])#[N:2].[Br:24][C:25]1[CH:30]=[CH:29][C:28]([CH2:31][CH2:32][NH:33][CH3:34])=[CH:27][CH:26]=1.C(=O)([O-])[O-].[K+].[K+]. The catalyst is CN(C=O)C.O. The product is [Br:24][C:25]1[CH:26]=[CH:27][C:28]([CH2:31][CH2:32][N:33]([CH3:34])[C:15]([NH:14][C:5]2[CH:6]=[CH:7][C:8]([S:9]([CH2:12][CH3:13])(=[O:10])=[O:11])=[C:3]([C:1]#[N:2])[CH:4]=2)=[O:23])=[CH:29][CH:30]=1. The yield is 0.930. (2) The reactants are I[C:2]1[CH:7]=[CH:6][N:5]=[C:4]([S:8][CH3:9])[N:3]=1.[F:10][C:11]1([F:23])[O:15][C:14]2[CH:16]=[CH:17][CH:18]=[C:19](B(O)O)[C:13]=2[O:12]1.C([O-])([O-])=O.[Na+].[Na+].C1(P(C2CCCCC2)C2C=CC=CC=2C2C=CC=CC=2)CCCCC1. The catalyst is COCCOC.O.C1C=CC([P]([Pd]([P](C2C=CC=CC=2)(C2C=CC=CC=2)C2C=CC=CC=2)([P](C2C=CC=CC=2)(C2C=CC=CC=2)C2C=CC=CC=2)[P](C2C=CC=CC=2)(C2C=CC=CC=2)C2C=CC=CC=2)(C2C=CC=CC=2)C2C=CC=CC=2)=CC=1. The product is [F:23][C:11]1([F:10])[O:12][C:13]2[CH:19]=[CH:18][CH:17]=[C:16]([C:2]3[CH:7]=[CH:6][N:5]=[C:4]([S:8][CH3:9])[N:3]=3)[C:14]=2[O:15]1. The yield is 0.650. (3) The reactants are [N+:1]([C:4]1[CH:12]=[C:11]2[C:7]([CH:8]=[CH:9][NH:10]2)=[CH:6][CH:5]=1)([O-:3])=[O:2].C([O-])(O)=O.[Na+].[CH3:18][N:19](C=O)C. The catalyst is CC#N. The product is [N+:1]([C:4]1[CH:12]=[C:11]2[C:7]([C:8]([C:18]#[N:19])=[CH:9][NH:10]2)=[CH:6][CH:5]=1)([O-:3])=[O:2]. The yield is 0.820.